Dataset: Forward reaction prediction with 1.9M reactions from USPTO patents (1976-2016). Task: Predict the product of the given reaction. (1) Given the reactants [C:1]1([SH:7])[CH:6]=[CH:5][CH:4]=[CH:3][CH:2]=1.Br[CH2:9][CH2:10][CH2:11][CH2:12][CH2:13][Cl:14], predict the reaction product. The product is: [Cl:14][CH2:13][CH2:12][CH2:11][CH2:10][CH2:9][S:7][C:1]1[CH:6]=[CH:5][CH:4]=[CH:3][CH:2]=1. (2) Given the reactants Cl[C:2]1[C:11]2[C:6](=[CH:7][C:8]([O:14][CH3:15])=[C:9]([O:12][CH3:13])[CH:10]=2)[CH:5]=[C:4]([NH:16][C:17]2[CH:21]=[C:20]([CH3:22])[NH:19][N:18]=2)[N:3]=1.[CH3:23][O:24][C:25]1[CH:26]=[C:27](B(O)O)[CH:28]=[CH:29][CH:30]=1, predict the reaction product. The product is: [CH3:23][O:24][C:25]1[CH:30]=[C:29]([C:2]2[C:11]3[C:6](=[CH:7][C:8]([O:14][CH3:15])=[C:9]([O:12][CH3:13])[CH:10]=3)[CH:5]=[C:4]([NH:16][C:17]3[CH:21]=[C:20]([CH3:22])[NH:19][N:18]=3)[N:3]=2)[CH:28]=[CH:27][CH:26]=1. (3) The product is: [C:1]([NH:5][C:6]([N:28]1[CH2:27][CH2:26][CH:25]([N:23]2[C:22](=[O:31])[CH2:21][CH2:20][C:19]([C:13]3[CH:14]=[CH:15][C:16]([O:17][CH3:18])=[C:11]([O:10][CH3:9])[CH:12]=3)=[N:24]2)[CH2:30][CH2:29]1)=[O:7])([CH3:4])([CH3:3])[CH3:2]. Given the reactants [C:1]([N:5]=[C:6]=[O:7])([CH3:4])([CH3:3])[CH3:2].Cl.[CH3:9][O:10][C:11]1[CH:12]=[C:13]([C:19]2[CH:20](C)[CH2:21][C:22](=[O:31])[N:23]([CH:25]3[CH2:30][CH2:29][NH:28][CH2:27][CH2:26]3)[N:24]=2)[CH:14]=[CH:15][C:16]=1[O:17][CH3:18].C(N1CCC(N2C(=O)CC(C)C(C3C=CC(OC)=C(OC)C=3)=N2)CC1)(=O)C, predict the reaction product. (4) Given the reactants Br[C:2]1[CH:3]=[C:4]2[C:9](=[C:10]([O:12][CH2:13][O:14][CH2:15][CH2:16][Si:17]([CH3:20])([CH3:19])[CH3:18])[CH:11]=1)[N:8]=[CH:7][N:6]([CH2:21][O:22][CH2:23][CH2:24][Si:25]([CH3:28])([CH3:27])[CH3:26])[C:5]2=[O:29].C(C1C=C(C)C=C(C(C)(C)C)C=1O)(C)(C)C.[CH3:46][N:47]1[CH:51]=[CH:50][N:49]=[C:48]1[Sn](CCCC)(CCCC)CCCC.[F-].[K+], predict the reaction product. The product is: [CH3:46][N:47]1[CH:51]=[CH:50][N:49]=[C:48]1[C:2]1[CH:3]=[C:4]2[C:9](=[C:10]([O:12][CH2:13][O:14][CH2:15][CH2:16][Si:17]([CH3:20])([CH3:19])[CH3:18])[CH:11]=1)[N:8]=[CH:7][N:6]([CH2:21][O:22][CH2:23][CH2:24][Si:25]([CH3:28])([CH3:27])[CH3:26])[C:5]2=[O:29]. (5) Given the reactants [CH3:1][O:2][NH:3][C:4]([C:6]1[CH:7]=[C:8]([NH:13][C:14]2[C:19]3=[C:20]([CH:27]([CH3:29])[CH3:28])[C:21]([C:23]([NH:25][CH3:26])=[O:24])=[CH:22][N:18]3[N:17]=[CH:16][N:15]=2)[CH:9]=[CH:10][C:11]=1[CH3:12])=[O:5].[N:30]1([CH2:35]CN)[CH2:34][CH2:33][CH2:32][CH2:31]1, predict the reaction product. The product is: [CH3:1][O:2][NH:3][C:4]([C:6]1[CH:7]=[C:8]([NH:13][C:14]2[C:19]3=[C:20]([CH:27]([CH3:29])[CH3:28])[C:21]([C:23]([NH:25][CH2:26][CH2:35][N:30]4[CH2:34][CH2:33][CH2:32][CH2:31]4)=[O:24])=[CH:22][N:18]3[N:17]=[CH:16][N:15]=2)[CH:9]=[CH:10][C:11]=1[CH3:12])=[O:5].